Predict the reaction yield, written as a fraction of the theoretical maximum amount of product (1.0 means a 100% yield; for example, 0.34 means a 34% yield). From a dataset of Reaction yield outcomes from USPTO patents with 853,638 reactions. The reactants are [Br:1][CH2:2][C:3]([C:5]1[CH:10]=[CH:9][C:8]([OH:11])=[CH:7][CH:6]=1)=[O:4].[O:12]=[C:13]([O:31][C@@H:32]1[CH:37]2[CH2:38][CH2:39][N:34]([CH2:35][CH2:36]2)[CH2:33]1)[CH:14]([NH:21][C:22]1[CH:26]=[CH:25][S:24][C:23]=1[C:27]([O:29][CH3:30])=[O:28])[C:15]1[CH:20]=[CH:19][CH:18]=[CH:17][CH:16]=1.CCOCC. The catalyst is C(#N)C. The product is [Br-:1].[OH:11][C:8]1[CH:9]=[CH:10][C:5]([C:3](=[O:4])[CH2:2][N+:34]23[CH2:39][CH2:38][CH:37]([CH2:36][CH2:35]2)[C@@H:32]([O:31][C:13](=[O:12])[CH:14]([NH:21][C:22]2[CH:26]=[CH:25][S:24][C:23]=2[C:27]([O:29][CH3:30])=[O:28])[C:15]2[CH:16]=[CH:17][CH:18]=[CH:19][CH:20]=2)[CH2:33]3)=[CH:6][CH:7]=1. The yield is 0.645.